From a dataset of Forward reaction prediction with 1.9M reactions from USPTO patents (1976-2016). Predict the product of the given reaction. (1) Given the reactants [C:1]([O:5][C:6](=[O:22])[NH:7][C@H:8]([C@H:19]1[CH2:21][O:20]1)[CH2:9][C:10]1[CH:15]=[CH:14][CH:13]=[C:12]([CH2:16][CH:17]=[CH2:18])[CH:11]=1)([CH3:4])([CH3:3])[CH3:2].[CH:23]([C:26]1[CH:27]=[C:28]([CH:31]=[CH:32][CH:33]=1)[CH2:29][NH2:30])([CH3:25])[CH3:24], predict the reaction product. The product is: [C:1]([O:5][C:6](=[O:22])[NH:7][C@@H:8]([CH2:9][C:10]1[CH:15]=[CH:14][CH:13]=[C:12]([CH2:16][CH:17]=[CH2:18])[CH:11]=1)[C@H:19]([OH:20])[CH2:21][NH:30][CH2:29][C:28]1[CH:31]=[CH:32][CH:33]=[C:26]([CH:23]([CH3:25])[CH3:24])[CH:27]=1)([CH3:4])([CH3:3])[CH3:2]. (2) The product is: [Br:1][C:2]1[CH:7]=[C:6]([C:8]2[CH:9]=[CH:10][C:11]([C:14]#[N:15])=[CH:12][CH:13]=2)[CH:5]=[C:4]([CH2:16][O:17][CH2:18][C:19]2([C:32]3[CH:37]=[CH:36][CH:35]=[CH:34][CH:33]=3)[CH2:24][CH2:23][NH:22][CH2:21][CH2:20]2)[CH:3]=1. Given the reactants [Br:1][C:2]1[CH:3]=[C:4]([CH2:16][O:17][CH2:18][C:19]2([C:32]3[CH:37]=[CH:36][CH:35]=[CH:34][CH:33]=3)[CH2:24][CH2:23][N:22](C(OC(C)(C)C)=O)[CH2:21][CH2:20]2)[CH:5]=[C:6]([C:8]2[CH:13]=[CH:12][C:11]([C:14]#[N:15])=[CH:10][CH:9]=2)[CH:7]=1.FC(F)(F)C(O)=O.C(Cl)Cl, predict the reaction product. (3) Given the reactants [Br:1][C:2]1[CH:10]=[C:9]2[C:5]([CH:6]=C(C(O)=O)N2)=C[CH:3]=1.[CH3:14][N:15]([CH:17]=O)[CH3:16].[C:19]([O-:22])([O-])=[O:20].[K+].[K+].[CH3:25]I, predict the reaction product. The product is: [Br:1][C:2]1[CH:3]=[C:16]2[C:5]([CH:6]=[C:17]([C:19]([O:22][CH3:25])=[O:20])[N:15]2[CH3:14])=[CH:9][CH:10]=1. (4) Given the reactants [Cl:1][C:2]1[N:6]2[N:7]=[C:8]([CH:20]([CH3:22])[CH3:21])[C:9]([CH:18]=O)=[C:10]([C:11]3[CH:16]=[CH:15][C:14]([F:17])=[CH:13][CH:12]=3)[C:5]2=[CH:4][CH:3]=1.[NH2:23][CH2:24][CH2:25][OH:26].C([BH3-])#N.[Na+], predict the reaction product. The product is: [Cl:1][C:2]1[N:6]2[N:7]=[C:8]([CH:20]([CH3:21])[CH3:22])[C:9]([CH2:18][NH:23][CH2:24][CH2:25][OH:26])=[C:10]([C:11]3[CH:16]=[CH:15][C:14]([F:17])=[CH:13][CH:12]=3)[C:5]2=[CH:4][CH:3]=1. (5) Given the reactants [CH2:1]([N:3]1[C:11]2[C:6](=[N:7][CH:8]=[CH:9][C:10]=2[CH3:12])[N:5]([C:13]2[CH:18]=[CH:17][C:16]([O:19][Si:20]([CH:27]([CH3:29])[CH3:28])([CH:24]([CH3:26])[CH3:25])[CH:21]([CH3:23])[CH3:22])=[CH:15][CH:14]=2)[C:4]1=[O:30])[CH3:2].OO.NC(N)=[O:35].FC(F)(F)C(OC(=O)C(F)(F)F)=O.C([O-])(O)=O.[Na+], predict the reaction product. The product is: [CH2:1]([N:3]1[C:11]2[C:6](=[N+:7]([O-:35])[CH:8]=[CH:9][C:10]=2[CH3:12])[N:5]([C:13]2[CH:18]=[CH:17][C:16]([O:19][Si:20]([CH:21]([CH3:22])[CH3:23])([CH:24]([CH3:26])[CH3:25])[CH:27]([CH3:29])[CH3:28])=[CH:15][CH:14]=2)[C:4]1=[O:30])[CH3:2]. (6) Given the reactants I[C:2]1[N:25]([S:26]([C:29]2[CH:34]=[CH:33][CH:32]=[CH:31][CH:30]=2)(=[O:28])=[O:27])[C:5]2=[N:6][CH:7]=[CH:8][C:9]([C:10]3[CH:11]=[CH:12][C:13]([O:18][CH:19]4[CH2:24][CH2:23][O:22][CH2:21][CH2:20]4)=[C:14]([CH:17]=3)[C:15]#[N:16])=[C:4]2[CH:3]=1.O1CCOCC1.O.C([O-])([O-])=O.[K+].[K+].CC1(C)C(C)(C)OB([C:56]2[CH:68]=[CH:67][C:59]([CH2:60][N:61]3[CH2:66][CH2:65][O:64][CH2:63][CH2:62]3)=[CH:58][CH:57]=2)O1, predict the reaction product. The product is: [O:64]1[CH2:65][CH2:66][N:61]([CH2:60][C:59]2[CH:58]=[CH:57][C:56]([C:2]3[N:25]([S:26]([C:29]4[CH:30]=[CH:31][CH:32]=[CH:33][CH:34]=4)(=[O:27])=[O:28])[C:5]4=[N:6][CH:7]=[CH:8][C:9]([C:10]5[CH:11]=[CH:12][C:13]([O:18][CH:19]6[CH2:24][CH2:23][O:22][CH2:21][CH2:20]6)=[C:14]([CH:17]=5)[C:15]#[N:16])=[C:4]4[CH:3]=3)=[CH:68][CH:67]=2)[CH2:62][CH2:63]1.